Dataset: Reaction yield outcomes from USPTO patents with 853,638 reactions. Task: Predict the reaction yield, written as a fraction of the theoretical maximum amount of product (1.0 means a 100% yield; for example, 0.34 means a 34% yield). The reactants are Br[C:2]1[CH:3]=[C:4]([C:8]2([C:11]([O:13][CH2:14][CH3:15])=[O:12])[CH2:10][CH2:9]2)[CH:5]=[CH:6][CH:7]=1.[C:16]([O:20][CH2:21][CH3:22])(=[O:19])[CH:17]=[CH2:18].C1(C)C=CC=CC=1P(C1C=CC=CC=1C)C1C=CC=CC=1C. The catalyst is C(#N)C.C([O-])(=O)C.[Pd+2].C([O-])(=O)C. The product is [CH2:21]([O:20][C:16](=[O:19])/[CH:17]=[CH:18]/[C:2]1[CH:3]=[C:4]([C:8]2([C:11]([O:13][CH2:14][CH3:15])=[O:12])[CH2:10][CH2:9]2)[CH:5]=[CH:6][CH:7]=1)[CH3:22]. The yield is 0.550.